This data is from Forward reaction prediction with 1.9M reactions from USPTO patents (1976-2016). The task is: Predict the product of the given reaction. (1) Given the reactants Br[C:2]1[CH:25]=[CH:24][C:5]2[C:6]3[N:7]=[C:8]([C:14]4[N:15]([CH2:19][C:20]([F:23])([F:22])[F:21])[N:16]=[CH:17][N:18]=4)[S:9][C:10]=3[CH2:11][CH2:12][O:13][C:4]=2[CH:3]=1.[CH3:26][N:27]([CH3:47])[CH2:28][CH2:29][CH2:30][O:31][C:32]1[CH:37]=[CH:36][C:35](B2OC(C)(C)C(C)(C)O2)=[CH:34][N:33]=1, predict the reaction product. The product is: [CH3:47][N:27]([CH3:26])[CH2:28][CH2:29][CH2:30][O:31][C:32]1[CH:37]=[CH:36][C:35]([C:2]2[CH:25]=[CH:24][C:5]3[C:6]4[N:7]=[C:8]([C:14]5[N:15]([CH2:19][C:20]([F:23])([F:21])[F:22])[N:16]=[CH:17][N:18]=5)[S:9][C:10]=4[CH2:11][CH2:12][O:13][C:4]=3[CH:3]=2)=[CH:34][N:33]=1. (2) Given the reactants Br[C:2]1[CH:7]=[CH:6][C:5]([C:8]2[NH:12][C:11]([CH:13]3[C@@H:18]4[CH2:19][C@@H:15]([CH2:16][CH2:17]4)[N:14]3[C:20](=[O:31])[C@@H:21]([NH:26][C:27](=[O:30])[O:28][CH3:29])[C@H:22]([O:24][CH3:25])[CH3:23])=[N:10][CH:9]=2)=[C:4]([F:32])[CH:3]=1.[CH3:33][CH:34]([CH3:70])[C@H:35]([NH:65][C:66](=[O:69])[O:67][CH3:68])[C:36](=[O:64])[N:37]1[CH2:41][CH2:40][CH2:39][C@H:38]1[C:42]1[NH:46][C:45]2[C:47]3[C:52]([CH:53]=[CH:54][C:44]=2[N:43]=1)=[CH:51][C:50](B1OC(C)(C)C(C)(C)O1)=[CH:49][CH:48]=3.C([O-])([O-])=O.[K+].[K+], predict the reaction product. The product is: [CH3:68][O:67][C:66]([NH:65][C@@H:35]([CH:34]([CH3:70])[CH3:33])[C:36]([N:37]1[CH2:41][CH2:40][CH2:39][C@H:38]1[C:42]1[NH:46][C:45]2[C:47]3[C:52]([CH:53]=[CH:54][C:44]=2[N:43]=1)=[CH:51][C:50]([C:2]1[CH:7]=[CH:6][C:5]([C:8]2[NH:12][C:11]([CH:13]4[C@@H:18]5[CH2:19][C@@H:15]([CH2:16][CH2:17]5)[N:14]4[C:20](=[O:31])[C@@H:21]([NH:26][C:27](=[O:30])[O:28][CH3:29])[C@H:22]([O:24][CH3:25])[CH3:23])=[N:10][CH:9]=2)=[C:4]([F:32])[CH:3]=1)=[CH:49][CH:48]=3)=[O:64])=[O:69]. (3) Given the reactants [CH3:1][C:2]1[CH:10]=[CH:9][C:5]([C:6]([OH:8])=O)=[CH:4][C:3]=1[O:11][CH3:12].[Br:13][C:14]1[CH:15]=[N:16][CH:17]=[C:18]([NH2:20])[CH:19]=1.CCN(CC)CC.CN(C(ON1N=NC2C=CC=CC1=2)=[N+](C)C)C.F[P-](F)(F)(F)(F)F, predict the reaction product. The product is: [Br:13][C:14]1[CH:19]=[C:18]([NH:20][C:6](=[O:8])[C:5]2[CH:9]=[CH:10][C:2]([CH3:1])=[C:3]([O:11][CH3:12])[CH:4]=2)[CH:17]=[N:16][CH:15]=1.